Dataset: Experimentally validated miRNA-target interactions with 360,000+ pairs, plus equal number of negative samples. Task: Binary Classification. Given a miRNA mature sequence and a target amino acid sequence, predict their likelihood of interaction. (1) The miRNA is rno-miR-335 with sequence UCAAGAGCAAUAACGAAAAAUGU. The protein sequence of the target gene is MEDAAAPGRTEGVLERQGAPPAAGQGGALVELTPTPGGLALVSPYHTHRAGDPLDLVALAEQVQKADEFIRANATNKLTVIAEQIQHLQEQARKVLEDAHRDANLHHVACNIVKKPGNIYYLYKRESGQQYFSIISPKEWGTSCPHDFLGAYKLQHDLSWTPYEDIEKQDAKISMMDTLLSQSVALPPCTEPNFQGLTH. Result: 0 (no interaction). (2) The miRNA is hsa-miR-329-3p with sequence AACACACCUGGUUAACCUCUUU. Result: 1 (interaction). The protein sequence of the target gene is MRARRGLLRLPRRSLLAALFFFSLSSSLLYFVYVAPGIVNTYLFMMQAQGILIRDNVRTIGAQVYEQVLRSAYAKRNSSVNDSDYPLDLNHSETFLQTTTFLPEDFTYFANHTCPERLPSMKGPIDINMSEIGMDYIHELFSKDPTIKLGGHWKPSDCMPRWKVAILIPFRNRHEHLPVLFRHLLPMLQRQRLQFAFYVVEQVGTQPFNRAMLFNVGFQEAMKDLDWDCLIFHDVDHIPESDRNYYGCGQMPRHFATKLDKYMYLLPYTEFFGGVSGLTVEQFRKINGFPNAFWGWGGED.... (3) The miRNA is hsa-miR-3662 with sequence GAAAAUGAUGAGUAGUGACUGAUG. The protein sequence of the target gene is MASETEKTHALLQTCSTESLISSLGLGAFCLVADRLLQFSTIQQNDWLRALSDNAVHCVIGMWSWAVVTGIKKKTDFGEIILAGFLASVIDVDHFFLAGSMSLKAALTLPRRPFLHCSTVIPVVVLTLKFTMHLFKLKDSWCFLPWMLFISWTSHHIRDGIRHGLWICPFGKTSPLPFWLYVIITSSLPHICSFVMYLTGTRQMMSSKHGVRIDV. Result: 0 (no interaction).